This data is from Reaction yield outcomes from USPTO patents with 853,638 reactions. The task is: Predict the reaction yield, written as a fraction of the theoretical maximum amount of product (1.0 means a 100% yield; for example, 0.34 means a 34% yield). (1) The reactants are [Cl:1][C:2]1[C:10]2[N:9]=[C:8]3[N:11]([C:15]4[C:20]([CH3:21])=[CH:19][C:18]([Cl:22])=[CH:17][C:16]=4[Cl:23])[CH2:12][CH2:13][CH2:14][N:7]3[C:6]=2[C:5]([CH2:24][OH:25])=[CH:4][CH:3]=1.C(N(CC)CC)C. The catalyst is CS(C)=O.C(=O)([O-])O.[Na+]. The product is [Cl:1][C:2]1[CH:3]=[CH:4][C:5]([CH:24]=[O:25])=[C:6]2[C:10]=1[N:9]=[C:8]1[N:11]([C:15]3[C:20]([CH3:21])=[CH:19][C:18]([Cl:22])=[CH:17][C:16]=3[Cl:23])[CH2:12][CH2:13][CH2:14][N:7]21. The yield is 0.300. (2) The yield is 0.910. The reactants are [CH3:1][O:2][CH2:3][C:4]([NH:6][C:7]1[CH:8]=[C:9]2[C:13](=[CH:14][CH:15]=1)[CH2:12][CH2:11][CH2:10]2)=[O:5].C(O)(=O)C.[Br:20]Br. The catalyst is O. The product is [CH3:1][O:2][CH2:3][C:4]([NH:6][C:7]1[CH:8]=[C:9]2[C:13](=[CH:14][C:15]=1[Br:20])[CH2:12][CH2:11][CH2:10]2)=[O:5]. (3) The reactants are [F:1][C:2]1[CH:7]=[CH:6][C:5]([C:8]2[C:16]3[C:11](=[CH:12][CH:13]=[C:14]([C:17]([OH:19])=O)[CH:15]=3)[NH:10][N:9]=2)=[CH:4][CH:3]=1.O.ON1C2C=CC=CC=2N=N1.Cl.CN(C)CCCN=C=NCC.[CH2:43]([NH2:49])[CH:44]1[O:48][CH2:47][CH2:46][CH2:45]1. The catalyst is O1CCCC1.O.CN(C)C=O. The product is [F:1][C:2]1[CH:3]=[CH:4][C:5]([C:8]2[C:16]3[C:11](=[CH:12][CH:13]=[C:14]([C:17]([NH:49][CH2:43][CH:44]4[CH2:45][CH2:46][CH2:47][O:48]4)=[O:19])[CH:15]=3)[NH:10][N:9]=2)=[CH:6][CH:7]=1. The yield is 0.740.